This data is from P-glycoprotein inhibition data for predicting drug efflux from Broccatelli et al.. The task is: Regression/Classification. Given a drug SMILES string, predict its absorption, distribution, metabolism, or excretion properties. Task type varies by dataset: regression for continuous measurements (e.g., permeability, clearance, half-life) or binary classification for categorical outcomes (e.g., BBB penetration, CYP inhibition). Dataset: pgp_broccatelli. (1) The compound is COc1cc2oc(-c3ccccc3)cc(=O)c2c(OC)c1OC. The result is 1 (inhibitor). (2) The drug is CCN(CC)C[C@@H](O)COc1ccccc1C(=O)c1ccccc1. The result is 1 (inhibitor). (3) The drug is CC1CCC(NC(=O)N(CCCl)N=O)CC1. The result is 0 (non-inhibitor). (4) The molecule is CC(C)[C@@H](NC[C@H](O)COc1ccccc1C(=O)CCc1ccccc1)c1ccccc1. The result is 1 (inhibitor).